The task is: Predict the reaction yield, written as a fraction of the theoretical maximum amount of product (1.0 means a 100% yield; for example, 0.34 means a 34% yield).. This data is from Reaction yield outcomes from USPTO patents with 853,638 reactions. The catalyst is C(O)(=O)C. The reactants are [CH3:1][S:2][C:3]1[N:8]=[C:7]([OH:9])[CH:6]=[C:5]([OH:10])[N:4]=1.[N+:11]([O-])([OH:13])=[O:12]. The yield is 0.490. The product is [CH3:1][S:2][C:3]1[N:8]=[C:7]([OH:9])[C:6]([N+:11]([O-:13])=[O:12])=[C:5]([OH:10])[N:4]=1.